Dataset: Forward reaction prediction with 1.9M reactions from USPTO patents (1976-2016). Task: Predict the product of the given reaction. (1) Given the reactants C(OOC(C1C=CC=CC=1)(C)C)(C1C=CC=CC=1)(C)C.[CH:21]([CH:23]1[CH2:28][CH2:27][CH2:26][CH2:25][C:24]1(C=C)[CH:29]=[CH2:30])=[CH2:22], predict the reaction product. The product is: [CH:21]([C:23]1[CH:28]=[CH:27][CH:26]=[CH:25][C:24]=1[CH:29]=[CH2:30])=[CH2:22]. (2) Given the reactants [NH2:1][C:2]1[S:3][C:4]2[CH:10]=[C:9]([O:11][C:12]3[CH:13]=[C:14]([NH:20][C:21](=[O:33])[C:22]4[CH:27]=[CH:26][CH:25]=[C:24]([C:28]([C:31]#[N:32])([CH3:30])[CH3:29])[CH:23]=4)[CH:15]=[CH:16][C:17]=3[O:18][CH3:19])[CH:8]=[CH:7][C:5]=2[N:6]=1.[O:34]1[CH:38]=[C:37]([C:39](O)=[O:40])[N:36]=[CH:35]1.Cl.C(N=C=NCCCN(C)C)C.ON1C2C=CC=CC=2N=N1.C(N(C(C)C)C(C)C)C, predict the reaction product. The product is: [C:31]([C:28]([C:24]1[CH:23]=[C:22]([CH:27]=[CH:26][CH:25]=1)[C:21]([NH:20][C:14]1[CH:15]=[CH:16][C:17]([O:18][CH3:19])=[C:12]([CH:13]=1)[O:11][C:9]1[CH:8]=[CH:7][C:5]2[N:6]=[C:2]([NH:1][C:39]([C:37]3[N:36]=[CH:35][O:34][CH:38]=3)=[O:40])[S:3][C:4]=2[CH:10]=1)=[O:33])([CH3:30])[CH3:29])#[N:32].